This data is from Catalyst prediction with 721,799 reactions and 888 catalyst types from USPTO. The task is: Predict which catalyst facilitates the given reaction. (1) Reactant: [Li+].[OH-].[Cl:3][C:4]1[CH:5]=[C:6]([C:11]2([C:26]([F:29])([F:28])[F:27])[O:15][N:14]=[C:13]([C:16]3[O:20][C:19]([CH3:21])=[C:18]([C:22]([O:24]C)=[O:23])[CH:17]=3)[CH2:12]2)[CH:7]=[C:8]([Cl:10])[CH:9]=1.Cl. Product: [Cl:10][C:8]1[CH:7]=[C:6]([C:11]2([C:26]([F:27])([F:29])[F:28])[O:15][N:14]=[C:13]([C:16]3[O:20][C:19]([CH3:21])=[C:18]([C:22]([OH:24])=[O:23])[CH:17]=3)[CH2:12]2)[CH:5]=[C:4]([Cl:3])[CH:9]=1. The catalyst class is: 20. (2) Reactant: Br[C:2]1[CH:3]=[C:4]([CH:6]=[CH:7][CH:8]=1)[NH2:5].[CH:9]1(B(O)O)[CH2:11][CH2:10]1.C(=O)([O-])[O-].[Cs+].[Cs+]. Product: [CH:9]1([C:2]2[CH:3]=[C:4]([CH:6]=[CH:7][CH:8]=2)[NH2:5])[CH2:11][CH2:10]1. The catalyst class is: 70. (3) Reactant: [F:1][C:2]1[CH:7]=[CH:6][C:5]([CH2:8][C:9]([OH:11])=[O:10])=[CH:4][CH:3]=1.Cl.[CH3:13]O. Product: [CH3:13][O:10][C:9](=[O:11])[CH2:8][C:5]1[CH:4]=[CH:3][C:2]([F:1])=[CH:7][CH:6]=1. The catalyst class is: 12. (4) Reactant: C(O)(C(F)(F)F)=O.[NH:8]1[C:12]2=[N:13][CH:14]=[CH:15][CH:16]=[C:11]2[C:10]([CH:17]2[CH2:22][CH2:21][N:20](C(OC(C)(C)C)=O)[CH2:19][CH2:18]2)=[CH:9]1. Product: [NH:20]1[CH2:19][CH2:18][CH:17]([C:10]2[C:11]3[C:12](=[N:13][CH:14]=[CH:15][CH:16]=3)[NH:8][CH:9]=2)[CH2:22][CH2:21]1. The catalyst class is: 2. (5) Reactant: [CH2:1]([C:3]([C:12]1[CH:25]=[CH:24][C:15]([O:16][CH2:17][CH:18]([OH:23])[C:19]([CH3:22])([CH3:21])[CH3:20])=[C:14]([CH3:26])[CH:13]=1)([C:6]1[S:7][CH:8]=[C:9]([CH3:11])[CH:10]=1)[CH2:4][CH3:5])[CH3:2].CC1C=CC=C(C)N=1.FC(F)(F)S(O[Si:41]([C:44]([CH3:47])([CH3:46])[CH3:45])([CH3:43])[CH3:42])(=O)=O. Product: [CH2:1]([C:3]([C:12]1[CH:25]=[CH:24][C:15]([O:16][CH2:17][CH:18]([O:23][Si:41]([C:44]([CH3:47])([CH3:46])[CH3:45])([CH3:43])[CH3:42])[C:19]([CH3:21])([CH3:20])[CH3:22])=[C:14]([CH3:26])[CH:13]=1)([C:6]1[S:7][CH:8]=[C:9]([CH3:11])[CH:10]=1)[CH2:4][CH3:5])[CH3:2]. The catalyst class is: 4.